This data is from CYP1A2 inhibition data for predicting drug metabolism from PubChem BioAssay. The task is: Regression/Classification. Given a drug SMILES string, predict its absorption, distribution, metabolism, or excretion properties. Task type varies by dataset: regression for continuous measurements (e.g., permeability, clearance, half-life) or binary classification for categorical outcomes (e.g., BBB penetration, CYP inhibition). Dataset: cyp1a2_veith. (1) The drug is COc1ccc2[nH]cc(CCNc3cc(-c4c(C)noc4C)ncn3)c2c1. The result is 1 (inhibitor). (2) The molecule is O=C(O)CCCSc1nc2ccccc2s1. The result is 0 (non-inhibitor). (3) The compound is CCOC(=O)c1cnc(N(C)C)nc1SC(=N)N. The result is 0 (non-inhibitor). (4) The drug is O=C(CC1SC(N2CCCCC2)=NC1=O)Nc1cccc(C(=O)O)c1. The result is 0 (non-inhibitor). (5) The drug is CCOc1ccc(N=C2NC(=O)C(CC(=O)O)S2)cc1. The result is 0 (non-inhibitor). (6) The drug is Cc1nc(NC(=O)c2ccccc2)sc1-c1csc(Nc2ccc(Cl)cc2Cl)n1. The result is 0 (non-inhibitor). (7) The drug is COc1ccc(-n2c(=S)[nH]c3cc(C(=O)NCCCN4CCCC4=O)ccc3c2=O)cc1. The result is 1 (inhibitor). (8) The compound is Cc1nc2c([nH]1)c(=O)n(C)c(=O)n2Cc1ccco1. The result is 1 (inhibitor).